From a dataset of Full USPTO retrosynthesis dataset with 1.9M reactions from patents (1976-2016). Predict the reactants needed to synthesize the given product. (1) Given the product [Cl:1][C:2]1[CH:7]=[CH:6][C:5]([CH:8]2[C:15]3[C:14]([CH3:16])=[N:13][N:12]([CH:17]4[CH2:19][CH2:18]4)[C:11]=3[C:10](=[O:20])[NH:9]2)=[CH:4][CH:3]=1, predict the reactants needed to synthesize it. The reactants are: [Cl:1][C:2]1[CH:7]=[CH:6][C:5]([CH:8]2[C:15]3[C:14]([CH3:16])=[N:13][N:12]([CH:17]4[CH2:19][CH2:18]4)[C:11]=3[C:10](=[O:20])[N:9]2CC2C=CC(OC)=CC=2)=[CH:4][CH:3]=1. (2) The reactants are: [OH:1][C:2]1[CH:9]=[CH:8][C:5]([C:6]#[N:7])=[CH:4][CH:3]=1.Cl[C:11]1[C:20]2[C:15](=[C:16]([O:23][CH3:24])[C:17]([O:21][CH3:22])=[CH:18][CH:19]=2)[CH:14]=[C:13]([NH:25][C:26]2[CH:30]=[C:29]([CH3:31])[NH:28][N:27]=2)[N:12]=1. Given the product [CH3:31][C:29]1[NH:28][N:27]=[C:26]([NH:25][C:13]2[N:12]=[C:11]([O:1][C:2]3[CH:9]=[CH:8][C:5]([C:6]#[N:7])=[CH:4][CH:3]=3)[C:20]3[C:15]([CH:14]=2)=[C:16]([O:23][CH3:24])[C:17]([O:21][CH3:22])=[CH:18][CH:19]=3)[CH:30]=1, predict the reactants needed to synthesize it. (3) Given the product [ClH:19].[CH3:1][NH:2][S:16]([C:10]1[CH:9]=[C:8]2[C:13]([CH2:14][CH2:15][NH:6][CH2:7]2)=[CH:12][CH:11]=1)(=[O:18])=[O:17], predict the reactants needed to synthesize it. The reactants are: [CH3:1][NH2:2].C([N:6]1[CH2:15][CH2:14][C:13]2[C:8](=[CH:9][C:10]([S:16]([Cl:19])(=[O:18])=[O:17])=[CH:11][CH:12]=2)[CH2:7]1)(=O)C. (4) Given the product [N+:1]([C:4]1[CH:11]=[CH:10][C:7]([CH:8]=[C:13]([C:14]([O:16][CH2:17][Si:18]([CH3:19])([CH3:21])[CH3:20])=[O:15])[C:12]([O:23][CH2:24][Si:25]([CH3:26])([CH3:27])[CH3:28])=[O:22])=[CH:6][CH:5]=1)([O-:3])=[O:2], predict the reactants needed to synthesize it. The reactants are: [N+:1]([C:4]1[CH:11]=[CH:10][C:7]([CH:8]=O)=[CH:6][CH:5]=1)([O-:3])=[O:2].[C:12]([O:23][CH2:24][Si:25]([CH3:28])([CH3:27])[CH3:26])(=[O:22])[CH2:13][C:14]([O:16][CH2:17][Si:18]([CH3:21])([CH3:20])[CH3:19])=[O:15].O.CCCCCCC.CCOC(C)=O. (5) Given the product [Cl:6][C:16]1[N:15]=[CH:14][C:13]([N:7]2[CH2:12][CH2:11][O:10][CH2:9][CH2:8]2)=[CH:18][N:17]=1, predict the reactants needed to synthesize it. The reactants are: P(Cl)(Cl)(Cl)=O.[ClH:6].[N:7]1([C:13]2[CH:14]=[N:15][C:16](O)=[N:17][CH:18]=2)[CH2:12][CH2:11][O:10][CH2:9][CH2:8]1.CCN(C1C=CC=CC=1)CC.C(=O)([O-])O.[Na+]. (6) Given the product [CH3:22][O:21][C:19]([C:18]1[CH:23]=[CH:24][N:25]2[C:10](=[O:12])[C:3]3[CH2:4][CH2:5][CH2:6][CH2:7][CH2:8][CH2:9][C:2]=3[N:15]=[C:16]2[CH:17]=1)=[O:20], predict the reactants needed to synthesize it. The reactants are: O=[C:2]1[CH2:9][CH2:8][CH2:7][CH2:6][CH2:5][CH2:4][CH:3]1[C:10]([O:12]CC)=O.[NH2:15][C:16]1[CH:17]=[C:18]([CH:23]=[CH:24][N:25]=1)[C:19]([O:21][CH3:22])=[O:20].C(=O)([O-])[O-].[Na+].[Na+]. (7) Given the product [F:27][C:28]1[C:29]([CH2:38][C:39](=[O:46])[N:40]2[CH2:41][CH2:42][N:43]([CH2:15][CH:10]3[C:11]4[C:6](=[C:5]5[CH2:4][O:3][C:2](=[O:1])[C:14]5=[CH:13][CH:12]=4)[CH2:7][CH2:8][O:9]3)[CH2:44][CH2:45]2)=[CH:30][C:31]([O:36][CH3:37])=[C:32]([CH:35]=1)[C:33]#[N:34], predict the reactants needed to synthesize it. The reactants are: [O:1]=[C:2]1[C:14]2[C:5](=[C:6]3[C:11](=[CH:12][CH:13]=2)[CH:10]([CH2:15]OS(C2C=CC(C)=CC=2)(=O)=O)[O:9][CH2:8][CH2:7]3)[CH2:4][O:3]1.[F:27][C:28]1[C:29]([CH2:38][C:39](=[O:46])[N:40]2[CH2:45][CH2:44][NH:43][CH2:42][CH2:41]2)=[CH:30][C:31]([O:36][CH3:37])=[C:32]([CH:35]=1)[C:33]#[N:34].N1(C2C=CC(CC(N3CCN(CC4C5C(=C6COC(=O)C6=CC=5)CCO4)CC3)=O)=CC=2)C=NN=N1. (8) Given the product [CH3:47][N:48]([CH3:49])[C:50]([C:11]1[CH:10]=[C:9]([O:8][CH2:1][C:2]2[CH:7]=[CH:6][CH:5]=[CH:4][CH:3]=2)[C:17]2[N:16]=[C:15]([CH3:18])[N:14]([CH2:19][O:20][CH2:21][CH2:22][Si:23]([CH3:26])([CH3:25])[CH3:24])[C:13]=2[CH:12]=1)=[O:52], predict the reactants needed to synthesize it. The reactants are: [CH2:1]([O:8][C:9]1[C:17]2[N:16]=[C:15]([CH3:18])[N:14]([CH2:19][O:20][CH2:21][CH2:22][Si:23]([CH3:26])([CH3:25])[CH3:24])[C:13]=2[CH:12]=[C:11](Br)[CH:10]=1)[C:2]1[CH:7]=[CH:6][CH:5]=[CH:4][CH:3]=1.C1(P(C2C=CC=CC=2)C2C=CC=CC=2)C=CC=CC=1.[CH3:47][NH:48][CH3:49].[C:50](=[O:52])=O. (9) Given the product [OH:1][CH2:2][CH:3]1[CH2:12][C:11]2[C:6](=[CH:7][C:8]([NH:13][C:14](=[O:27])/[CH:15]=[CH:16]/[C:17]3[CH:18]=[CH:19][C:20]([C:23]([F:24])([F:25])[F:26])=[CH:21][CH:22]=3)=[CH:9][CH:10]=2)[N:5]([CH3:30])[CH2:4]1, predict the reactants needed to synthesize it. The reactants are: [OH:1][CH2:2][CH:3]1[CH2:12][C:11]2[C:6](=[CH:7][C:8]([NH:13][C:14](=[O:27])/[CH:15]=[CH:16]/[C:17]3[CH:22]=[CH:21][C:20]([C:23]([F:26])([F:25])[F:24])=[CH:19][CH:18]=3)=[CH:9][CH:10]=2)[NH:5][CH2:4]1.IC.[C:30]([O-])(O)=O.[Na+].O.